Dataset: Reaction yield outcomes from USPTO patents with 853,638 reactions. Task: Predict the reaction yield, written as a fraction of the theoretical maximum amount of product (1.0 means a 100% yield; for example, 0.34 means a 34% yield). (1) The reactants are [C:1]([C:3]1[CH:4]=[C:5]2[C:10](=[CH:11][C:12]=1F)[O:9][CH2:8][CH2:7][CH:6]2[C:14]([O:16][CH3:17])=[O:15])#[N:2].C([O-])([O-])=O.[K+].[K+].[Cl:24][C:25]1[CH:42]=[CH:41][C:28]([CH2:29][CH2:30][NH:31][C:32](=[O:40])[C:33]2[CH:38]=[CH:37][C:36]([OH:39])=[CH:35][CH:34]=2)=[CH:27][CH:26]=1. The catalyst is CN1CCCC1=O. The product is [Cl:24][C:25]1[CH:26]=[CH:27][C:28]([CH2:29][CH2:30][NH:31][C:32]([C:33]2[CH:38]=[CH:37][C:36]([O:39][C:12]3[CH:11]=[C:10]4[C:5]([CH:6]([C:14]([O:16][CH3:17])=[O:15])[CH2:7][CH2:8][O:9]4)=[CH:4][C:3]=3[C:1]#[N:2])=[CH:35][CH:34]=2)=[O:40])=[CH:41][CH:42]=1. The yield is 0.480. (2) The reactants are [C:1]([O:11][CH2:12][CH3:13])(=[O:10])[CH:2]=[CH:3][C:4]1[CH:9]=[CH:8][CH:7]=[CH:6][CH:5]=1. The catalyst is [Pd].CO. The product is [C:4]1([CH2:3][CH2:2][C:1]([O:11][CH2:12][CH3:13])=[O:10])[CH:9]=[CH:8][CH:7]=[CH:6][CH:5]=1. The yield is 0.990. (3) The reactants are O[C:2]1[CH:7]=[C:6]([C:8]([CH3:11])([CH3:10])[CH3:9])[N:5]=[CH:4][N:3]=1.P(Cl)(Cl)([Cl:14])=O. No catalyst specified. The product is [Cl:14][C:2]1[CH:7]=[C:6]([C:8]([CH3:11])([CH3:10])[CH3:9])[N:5]=[CH:4][N:3]=1. The yield is 0.780.